Dataset: Catalyst prediction with 721,799 reactions and 888 catalyst types from USPTO. Task: Predict which catalyst facilitates the given reaction. (1) Reactant: [Br:1][C:2]1[C:10]([CH3:11])=[CH:9][C:5]([C:6]([NH2:8])=O)=[C:4]([F:12])[CH:3]=1.C([O-])(O)=O.[Na+]. Product: [Br:1][C:2]1[C:10]([CH3:11])=[CH:9][C:5]([CH2:6][NH2:8])=[C:4]([F:12])[CH:3]=1. The catalyst class is: 1. (2) Reactant: C(OC(=O)[NH:7][C:8]1[CH:13]=[C:12]([C:14]([F:17])([F:16])[F:15])[CH:11]=[CH:10][C:9]=1[C:18]1[CH:23]=[C:22]([O:24][C:25]2[CH:34]=[C:33]3[C:28]([CH:29]=[CH:30][CH:31]=[N:32]3)=[CH:27][CH:26]=2)[N:21]=[CH:20][N:19]=1)(C)(C)C.FC(F)(F)C(O)=O. Product: [N:32]1[C:33]2[C:28](=[CH:27][CH:26]=[C:25]([O:24][C:22]3[N:21]=[CH:20][N:19]=[C:18]([C:9]4[CH:10]=[CH:11][C:12]([C:14]([F:16])([F:15])[F:17])=[CH:13][C:8]=4[NH2:7])[CH:23]=3)[CH:34]=2)[CH:29]=[CH:30][CH:31]=1. The catalyst class is: 2. (3) Reactant: [Br:1][C:2]1[CH:7]=[CH:6][C:5]([NH:8][C:9]([C:11]2[CH:16]=[CH:15][CH:14]=[CH:13][N:12]=2)=[O:10])=[C:4]([C:17]#[N:18])[CH:3]=1.N.[H][H]. Product: [NH2:18][CH2:17][C:4]1[CH:3]=[C:2]([Br:1])[CH:7]=[CH:6][C:5]=1[NH:8][C:9]([C:11]1[CH:16]=[CH:15][CH:14]=[CH:13][N:12]=1)=[O:10]. The catalyst class is: 94. (4) Reactant: C[O:2][CH:3](OC)[CH2:4][CH2:5][N:6]1[C:14]2[C:9](=[CH:10][CH:11]=[C:12]([NH:15][C:16](=[O:31])[CH2:17][C:18]3[CH:23]=[CH:22][C:21]([O:24][C:25]4[CH:30]=[CH:29][CH:28]=[CH:27][CH:26]=4)=[CH:20][CH:19]=3)[CH:13]=2)[CH:8]=[N:7]1.Cl. Product: [O:2]=[CH:3][CH2:4][CH2:5][N:6]1[C:14]2[C:9](=[CH:10][CH:11]=[C:12]([NH:15][C:16](=[O:31])[CH2:17][C:18]3[CH:23]=[CH:22][C:21]([O:24][C:25]4[CH:30]=[CH:29][CH:28]=[CH:27][CH:26]=4)=[CH:20][CH:19]=3)[CH:13]=2)[CH:8]=[N:7]1. The catalyst class is: 21. (5) Reactant: N12CCCN=C1CCCCC2.Cl.[NH2:13][CH2:14][C:15]1[CH:23]=[CH:22][CH:21]=[C:20]2[C:16]=1[C:17](=[O:33])[N:18]([CH:25]1[CH2:30][CH2:29][C:28](=[O:31])[NH:27][C:26]1=[O:32])[C:19]2=[O:24].[CH:34]1([C:40](Cl)=[O:41])[CH2:39][CH2:38][CH2:37][CH2:36][CH2:35]1. Product: [O:32]=[C:26]1[CH:25]([N:18]2[C:17](=[O:33])[C:16]3[C:20](=[CH:21][CH:22]=[CH:23][C:15]=3[CH2:14][NH:13][C:40]([CH:34]3[CH2:39][CH2:38][CH2:37][CH2:36][CH2:35]3)=[O:41])[C:19]2=[O:24])[CH2:30][CH2:29][C:28](=[O:31])[NH:27]1. The catalyst class is: 23.